Dataset: Experimentally validated miRNA-target interactions with 360,000+ pairs, plus equal number of negative samples. Task: Binary Classification. Given a miRNA mature sequence and a target amino acid sequence, predict their likelihood of interaction. The miRNA is hsa-miR-29b-2-5p with sequence CUGGUUUCACAUGGUGGCUUAG. The protein sequence of the target gene is MPLLLLLPLLWAGALAMDPNFWLQVQESVTVQEGLCVLVPCTFFHPIPYYDKNSPVHGYWFREGAIISRDSPVATNKLDQEVQEETQGRFRLLGDPSRNNCSLSIVDARRRDNGSYFFRMERGSTKYSYKSPQLSVHVTDLTHRPKILIPGTLEPGHSKNLTCSVSWACEQGTPPIFSWLSAAPTSLGPRTTHSSVLIITPRPQDHGTNLTCQVKFAGAGVTTERTIQLNVTYVPQNPTTGIFPGDGSGKQETRAGVVHGAIGGAGVTALLALCLCLIFFIVKTHRRKAARTAVGRNDTH.... Result: 0 (no interaction).